This data is from Full USPTO retrosynthesis dataset with 1.9M reactions from patents (1976-2016). The task is: Predict the reactants needed to synthesize the given product. (1) Given the product [Cl:1][C:26]1[CH:27]=[C:22]2[CH:21]=[C:20]([CH:12]([C:9]3[CH:10]=[CH:11][C:6]([S:3]([CH3:2])(=[O:5])=[O:4])=[CH:7][CH:8]=3)[CH2:13][CH:14]3[CH2:19][CH2:18][O:17][CH2:16][CH2:15]3)[NH:29][C:23]2=[N:24][CH:25]=1, predict the reactants needed to synthesize it. The reactants are: [ClH:1].[CH3:2][S:3]([C:6]1[CH:11]=[CH:10][C:9]([CH:12]([C:20]2[NH:29][C:23]3=[N:24][CH:25]=[C:26](N)[CH:27]=[C:22]3[CH:21]=2)[CH2:13][CH:14]2[CH2:19][CH2:18][O:17][CH2:16][CH2:15]2)=[CH:8][CH:7]=1)(=[O:5])=[O:4].N([O-])=O.[Na+].[OH-].[Na+]. (2) Given the product [C:12]([C:11]1[O:17][C:7]([C:1]2[CH:2]=[CH:3][CH:4]=[CH:5][CH:6]=2)=[CH:8][C:9](=[O:16])[C:10]=1[OH:15])(=[O:14])[CH3:13], predict the reactants needed to synthesize it. The reactants are: [C:1]1([C:7](=[O:17])[CH2:8][C:9](=[O:16])[C:10](=[O:15])[CH2:11][C:12](=[O:14])[CH3:13])[CH:6]=[CH:5][CH:4]=[CH:3][CH:2]=1.C(O)(=O)C.C(O)(=O)C.IC1C=CC=CC=1.C(O)(=O)C. (3) The reactants are: [Cl:1][C:2]1[CH:7]=[C:6]([C:8]#[C:9][C:10]2[N:11]=[C:12]([CH3:15])[NH:13][CH:14]=2)[CH:5]=[CH:4][N:3]=1.Cl.Cl[CH2:18][C:19]1[CH:20]=[CH:21][C:22]([CH3:25])=[N:23][CH:24]=1. Given the product [CH3:25][C:22]1[CH:21]=[CH:20][C:19]([CH2:18][N:13]2[CH:14]=[C:10]([C:9]#[C:8][C:6]3[CH:5]=[CH:4][N:3]=[C:2]([Cl:1])[CH:7]=3)[N:11]=[C:12]2[CH3:15])=[CH:24][N:23]=1, predict the reactants needed to synthesize it. (4) Given the product [C:26]([O:25][C@H:9]1[CH2:8][C:7]2[CH:6]=[C:5]([OH:4])[C:22]([I:23])=[CH:21][C:20]=2[C@@H:19]2[C@@H:10]1[C@H:11]1[C@@:15]([CH2:17][CH2:18]2)([CH3:16])[C:14](=[O:24])[CH2:13][CH2:12]1)(=[O:28])[CH3:27], predict the reactants needed to synthesize it. The reactants are: C([O:4][C:5]1[C:22]([I:23])=[CH:21][C:20]2[C@@H:19]3[C@H:10]([C@H:11]4[C@@:15]([CH2:17][CH2:18]3)([CH3:16])[C:14](=[O:24])[CH2:13][CH2:12]4)[C@@H:9]([O:25][C:26](=[O:28])[CH3:27])[CH2:8][C:7]=2[CH:6]=1)(=O)C.C(=O)(O)[O-].[Na+].